Predict the reactants needed to synthesize the given product. From a dataset of Full USPTO retrosynthesis dataset with 1.9M reactions from patents (1976-2016). (1) Given the product [CH3:30][O:29][C:27]([C:26]1[CH:31]=[CH:32][C:33]2[N:34]([CH2:35][CH2:36][CH2:37][N:38]([CH3:47])[CH2:39][CH2:40][C:41]3[CH:46]=[CH:45][CH:44]=[CH:43][N:42]=3)[C:12]([NH:11][C:5]3[CH:4]=[C:3]([O:2][CH3:1])[CH:8]=[C:7]([O:9][CH3:10])[CH:6]=3)=[N:23][C:24]=2[CH:25]=1)=[O:28], predict the reactants needed to synthesize it. The reactants are: [CH3:1][O:2][C:3]1[CH:4]=[C:5]([N:11]=[C:12]=S)[CH:6]=[C:7]([O:9][CH3:10])[CH:8]=1.C(N=C=NC(C)C)(C)C.[NH2:23][C:24]1[CH:25]=[C:26]([CH:31]=[CH:32][C:33]=1[NH:34][CH2:35][CH2:36][CH2:37][N:38]([CH3:47])[CH2:39][CH2:40][C:41]1[CH:46]=[CH:45][CH:44]=[CH:43][N:42]=1)[C:27]([O:29][CH3:30])=[O:28]. (2) Given the product [Cl:1][C:2]1[CH:18]=[CH:17][C:5]2[CH2:6][CH2:7][N:8]([C:11](=[O:16])[C:12]([F:13])([F:15])[F:14])[CH2:9][CH2:10][C:4]=2[C:3]=1[NH:42][CH2:41][C:40]1[CH:39]=[CH:38][C:37]([O:36][CH:34]([C:28]([F:27])([F:33])[C:29]([F:30])([F:31])[F:32])[CH3:35])=[CH:44][CH:43]=1.[F:45][C:46]([F:55])([C:49]1[CH:50]=[CH:51][CH:52]=[CH:53][CH:54]=1)[CH2:47][OH:48], predict the reactants needed to synthesize it. The reactants are: [Cl:1][C:2]1[CH:18]=[CH:17][C:5]2[CH2:6][CH2:7][N:8]([C:11](=[O:16])[C:12]([F:15])([F:14])[F:13])[CH2:9][CH2:10][C:4]=2[C:3]=1OS(C(F)(F)F)(=O)=O.[F:27][C:28]([CH:34]([O:36][C:37]1[CH:44]=[CH:43][C:40]([CH2:41][NH2:42])=[CH:39][CH:38]=1)[CH3:35])([F:33])[C:29]([F:32])([F:31])[F:30].[F:45][C:46]([F:55])([C:49]1[CH:54]=[CH:53][CH:52]=[CH:51][CH:50]=1)[CH2:47][OH:48]. (3) Given the product [CH3:22][O:21][C:18]1[CH:17]=[CH:16][C:15]([C:11]2([C:27]3[CH:28]=[CH:29][C:24]([Br:23])=[CH:25][CH:26]=3)[CH2:10][CH2:9][NH:8][CH2:13][CH2:12]2)=[CH:20][N:19]=1, predict the reactants needed to synthesize it. The reactants are: C(OC([N:8]1[CH2:13][CH2:12][C:11]([C:15]2[CH:16]=[CH:17][C:18]([O:21][CH3:22])=[N:19][CH:20]=2)(O)[CH2:10][CH2:9]1)=O)(C)(C)C.[Br:23][C:24]1[CH:29]=[CH:28][CH:27]=[CH:26][CH:25]=1. (4) Given the product [C:30]([O:1][CH:2]([CH2:18][CH2:19][CH2:20][CH2:21][CH2:22][CH3:23])[CH2:3][CH2:4][CH2:5][CH2:6][CH2:7][CH2:8][CH2:9][CH2:10][CH2:11][CH2:12][C:13]([O:15][CH2:16][CH3:17])=[O:14])(=[O:42])[CH2:31][CH2:32][CH2:33][CH2:34][CH2:35][CH2:36][CH2:37][CH2:38][CH2:39][CH2:40][CH3:41], predict the reactants needed to synthesize it. The reactants are: [OH:1][CH:2]([CH2:18][CH2:19][CH2:20][CH2:21][CH2:22][CH3:23])[CH2:3][CH2:4][CH2:5][CH2:6][CH2:7][CH2:8][CH2:9][CH2:10][CH2:11][CH2:12][C:13]([O:15][CH2:16][CH3:17])=[O:14].N1C=CC=CC=1.[C:30](Cl)(=[O:42])[CH2:31][CH2:32][CH2:33][CH2:34][CH2:35][CH2:36][CH2:37][CH2:38][CH2:39][CH2:40][CH3:41].O. (5) Given the product [F:30][C:19]1[CH:20]=[N:21][C:22]2[C:27]([C:18]=1[CH2:17][CH2:16][N:14]1[CH2:13][CH2:12][NH:11][CH:10]([CH2:9][NH2:5])[CH2:15]1)=[N:26][C:25]([O:28][CH3:29])=[CH:24][CH:23]=2, predict the reactants needed to synthesize it. The reactants are: CC([N:5]([CH2:9][CH:10]1[CH2:15][N:14]([CH2:16][CH2:17][C:18]2[C:27]3[C:22](=[CH:23][CH:24]=[C:25]([O:28][CH3:29])[N:26]=3)[N:21]=[CH:20][C:19]=2[F:30])[CH2:13][CH2:12][NH:11]1)C(=O)[O-])(C)C.Cl. (6) Given the product [CH2:1]([O:3][C:4]([C:6]1[C:7]([C:37]#[CH:38])=[C:8]2[CH:14]=[CH:13][N:12]([CH2:15][C:16]3[CH:21]=[CH:20][C:19]([F:22])=[CH:18][CH:17]=3)[C:9]2=[CH:10][N:11]=1)=[O:5])[CH3:2], predict the reactants needed to synthesize it. The reactants are: [CH2:1]([O:3][C:4]([C:6]1[C:7](OS(C(F)(F)F)(=O)=O)=[C:8]2[CH:14]=[CH:13][N:12]([CH2:15][C:16]3[CH:21]=[CH:20][C:19]([F:22])=[CH:18][CH:17]=3)[C:9]2=[CH:10][N:11]=1)=[O:5])[CH3:2].C(=O)([O-])[O-].[K+].[K+].[CH:37](NC(C)C)(C)[CH3:38]. (7) Given the product [BrH:1].[Cl:11][C:8]1[CH:9]=[CH:10][C:5]([C:3]2[N:16]3[CH2:17][CH2:18][N:14]=[C:15]3[S:19][C:2]=2[CH3:13])=[CH:6][C:7]=1[CH3:12], predict the reactants needed to synthesize it. The reactants are: [Br:1][CH:2]([CH3:13])[C:3]([C:5]1[CH:10]=[CH:9][C:8]([Cl:11])=[C:7]([CH3:12])[CH:6]=1)=O.[NH:14]1[CH2:18][CH2:17][NH:16][C:15]1=[S:19]. (8) The reactants are: [Cl:1][C:2]1[N:7]=[C:6](Cl)[C:5]([Cl:9])=[CH:4][N:3]=1.[N:10]1([C:16]([O:18][C:19]([CH3:22])([CH3:21])[CH3:20])=[O:17])[CH2:15][CH2:14][NH:13][CH2:12][CH2:11]1.CCN(C(C)C)C(C)C. Given the product [Cl:1][C:2]1[N:7]=[C:6]([N:13]2[CH2:12][CH2:11][N:10]([C:16]([O:18][C:19]([CH3:22])([CH3:21])[CH3:20])=[O:17])[CH2:15][CH2:14]2)[C:5]([Cl:9])=[CH:4][N:3]=1, predict the reactants needed to synthesize it.